This data is from Forward reaction prediction with 1.9M reactions from USPTO patents (1976-2016). The task is: Predict the product of the given reaction. (1) The product is: [NH2:19][C:20]1[N:25]=[CH:24][C:23]([C:26]2[CH:27]=[CH:28][C:29]([C:32]([N:34]3[CH2:38][CH2:37][CH2:36][C@@H:35]3[CH2:39][N:40]3[CH2:41][CH2:42][CH2:43][CH2:44]3)=[O:33])=[CH:30][CH:31]=2)=[CH:22][C:21]=1[O:45][CH2:46][C:47]1[CH:48]=[CH:49][CH:50]=[CH:51][CH:52]=1.[NH2:19][C:20]1[N:25]=[CH:24][C:23]([C:26]2[CH:27]=[CH:28][C:29]([C:32]([N:34]3[CH2:38][CH2:37][CH2:36][C@@H:35]3[CH2:39][N:40]3[CH2:44][CH2:43][CH2:42][CH2:41]3)=[O:33])=[CH:30][CH:31]=2)=[CH:22][C:21]=1[OH:45]. Given the reactants NC1C(OCC2C=CC=CC=2)=CC(C(O)=O)=CN=1.[NH2:19][C:20]1[N:25]=[CH:24][C:23]([C:26]2[CH:31]=[CH:30][C:29]([C:32]([N:34]3[CH2:38][CH2:37][CH2:36][C@@H:35]3[CH2:39][N:40]3[CH2:44][CH2:43][CH2:42][CH2:41]3)=[O:33])=[CH:28][CH:27]=2)=[CH:22][C:21]=1[O:45][CH2:46][C:47]1[CH:52]=[CH:51][CH:50]=[CH:49][CH:48]=1, predict the reaction product. (2) The product is: [N+:11]([C:2]1[C:3]2[C:7](=[N:6][O:5][N:4]=2)[C:8]([NH:19][CH2:20][CH2:21][CH2:22][CH2:23][CH2:24][CH2:25][CH2:26][CH2:27][CH2:28][CH2:29][CH2:30][C:31]([OH:33])=[O:32])=[CH:9][CH:1]=1)([O-:13])=[O:12]. Given the reactants [CH:1]1[CH:9]=[C:8](Cl)[C:7]2[C:3](=[N:4][O:5][N:6]=2)[C:2]=1[N+:11]([O-:13])=[O:12].C([O-])(O)=O.[Na+].[NH2:19][CH2:20][CH2:21][CH2:22][CH2:23][CH2:24][CH2:25][CH2:26][CH2:27][CH2:28][CH2:29][CH2:30][C:31]([OH:33])=[O:32], predict the reaction product. (3) Given the reactants [C:1]([O:5][C:6](=[O:26])[NH:7][C:8]1[S:9][C:10]2[CH:16]=[C:15]([CH:17]([OH:24])[C:18]3[N:19]([CH3:23])[N:20]=[CH:21][CH:22]=3)[CH:14]=[C:13](Br)[C:11]=2[N:12]=1)([CH3:4])([CH3:3])[CH3:2].B(O)O.[CH:30]1[CH:35]=[CH:34][C:33](P([C:30]2[CH:35]=[CH:34][CH:33]=[CH:32][CH:31]=2)[C:30]2[CH:35]=[CH:34][CH:33]=[CH:32][CH:31]=2)=[CH:32][CH:31]=1.[C:49]([O-])([O-:51])=[O:50].[Na+].[Na+], predict the reaction product. The product is: [C:1]([O:5][C:6](=[O:26])[NH:7][C:8]1[S:9][C:10]2[CH:16]=[C:15]([CH:17]([OH:24])[C:18]3[N:19]([CH3:23])[N:20]=[CH:21][CH:22]=3)[CH:14]=[C:13]([C:30]3[CH:35]=[CH:34][C:33]4[O:50][CH2:49][O:51][C:32]=4[CH:31]=3)[C:11]=2[N:12]=1)([CH3:4])([CH3:3])[CH3:2]. (4) Given the reactants [Br:1][C:2]1[C:3]([C:9]([F:12])([F:11])[F:10])=[N:4][NH:5][C:6]=1[CH2:7][CH3:8].CC(C)([O-])C.[K+].Cl[CH2:20][C:21]([NH:23][C@H:24]([C:34]1[C:39]([C:40]2[CH:41]=[CH:42][C:43]([F:49])=[C:44]([CH:48]=2)[C:45]([NH2:47])=[O:46])=[CH:38][CH:37]=[CH:36][N:35]=1)[CH2:25][C:26]1[CH:31]=[C:30]([F:32])[CH:29]=[C:28]([F:33])[CH:27]=1)=[O:22].C(OCC)(=O)C, predict the reaction product. The product is: [Br:1][C:2]1[C:3]([C:9]([F:10])([F:12])[F:11])=[N:4][N:5]([CH2:20][C:21]([NH:23][C@H:24]([C:34]2[C:39]([C:40]3[CH:41]=[CH:42][C:43]([F:49])=[C:44]([CH:48]=3)[C:45]([NH2:47])=[O:46])=[CH:38][CH:37]=[CH:36][N:35]=2)[CH2:25][C:26]2[CH:31]=[C:30]([F:32])[CH:29]=[C:28]([F:33])[CH:27]=2)=[O:22])[C:6]=1[CH2:7][CH3:8]. (5) The product is: [NH:9]1[CH:10]=[CH:11][N:7]=[C:8]1[C:24]1[N:25]=[N:26][C:27]2[C:32]([C:23]=1[NH:22][CH:19]([CH3:21])[CH3:20])=[CH:31][CH:30]=[C:29]([C:33]1[CH:38]=[CH:37][C:36]([S:39]([CH3:42])(=[O:40])=[O:41])=[CH:35][CH:34]=1)[CH:28]=2. Given the reactants C[Si](C)(C)CCOC[N:7]1[CH:11]=[CH:10][N:9]=[CH:8]1.C([Li])CCC.[CH:19]([NH:22][C:23]1[C:32]2[C:27](=[CH:28][C:29]([C:33]3[CH:38]=[CH:37][C:36]([S:39]([CH3:42])(=[O:41])=[O:40])=[CH:35][CH:34]=3)=[CH:30][CH:31]=2)[N:26]=[N:25][C:24]=1C1N=CSC=1)([CH3:21])[CH3:20].Cl, predict the reaction product. (6) Given the reactants [O:1]1[CH2:6][CH2:5][CH:4](NC)[CH2:3][CH2:2]1.[CH2:9]([N:11](CC)CC)C.[Cl:16][C:17]1[CH:25]=[CH:24][C:20]([C:21](Cl)=[O:22])=[CH:19][N:18]=1, predict the reaction product. The product is: [Cl:16][C:17]1[CH:25]=[CH:24][C:20]([C:21]([NH:11][CH2:9][CH:4]2[CH2:3][CH2:2][O:1][CH2:6][CH2:5]2)=[O:22])=[CH:19][N:18]=1. (7) Given the reactants Br[CH:2]=[CH:3][CH2:4][NH:5][C@@H:6]([C:8]1[C:17]2[C:12](=[CH:13][CH:14]=[CH:15][CH:16]=2)[CH:11]=[CH:10][CH:9]=1)[CH3:7].[Br:18][C:19]1[CH:24]=[CH:23][C:22]([C:25]#[CH:26])=[CH:21][CH:20]=1, predict the reaction product. The product is: [Br:18][C:19]1[CH:24]=[CH:23][C:22]([C:25]#[C:26][CH:2]=[CH:3][CH2:4][NH:5][C@@H:6]([C:8]2[C:17]3[C:12](=[CH:13][CH:14]=[CH:15][CH:16]=3)[CH:11]=[CH:10][CH:9]=2)[CH3:7])=[CH:21][CH:20]=1. (8) The product is: [CH3:1][O:2][C:3]1[CH:4]=[C:5]2[C:10](=[CH:11][C:12]=1[O:13][CH3:14])[N:9]=[CH:8][N:7]=[C:6]2[O:15][C:16]1[CH:22]=[CH:21][C:19]([NH:20][C:41](=[S:57])[O:47][C:24]2[CH:25]=[CH:26][C:58]([Cl:60])=[CH:28][C:23]=2[CH3:29])=[CH:18][CH:17]=1. Given the reactants [CH3:1][O:2][C:3]1[CH:4]=[C:5]2[C:10](=[CH:11][C:12]=1[O:13][CH3:14])[N:9]=[CH:8][N:7]=[C:6]2[O:15][C:16]1[CH:22]=[CH:21][C:19]([NH2:20])=[CH:18][CH:17]=1.[C:23]1([CH3:29])[CH:28]=C[CH:26]=[CH:25][CH:24]=1.C(N(CC)CC)C.ClC(Cl)(O[C:41](=[O:47])OC(Cl)(Cl)Cl)Cl.CC1C=C(Cl)C=CC=1[SH:57].[CH2:58]([Cl:60])Cl, predict the reaction product.